From a dataset of Full USPTO retrosynthesis dataset with 1.9M reactions from patents (1976-2016). Predict the reactants needed to synthesize the given product. (1) Given the product [OH:17][CH2:16][CH2:15][O:14][C:13]1[CH:18]=[CH:19][C:10]([C:9]#[C:8][C:5]2[CH:6]=[CH:7][C:2]([C:26]#[C:25][C:27]3[CH:39]=[CH:38][C:30]([O:31][CH2:32][CH2:33][CH2:34][CH2:35][CH2:36][OH:37])=[CH:29][CH:28]=3)=[CH:3][C:4]=2[O:20][C:21]([F:24])([F:23])[F:22])=[CH:11][CH:12]=1, predict the reactants needed to synthesize it. The reactants are: Br[C:2]1[CH:7]=[CH:6][C:5]([C:8]#[C:9][C:10]2[CH:19]=[CH:18][C:13]([O:14][CH2:15][CH2:16][OH:17])=[CH:12][CH:11]=2)=[C:4]([O:20][C:21]([F:24])([F:23])[F:22])[CH:3]=1.[C:25]([C:27]1[CH:39]=[CH:38][C:30]([O:31][CH2:32][CH2:33][CH2:34][CH2:35][CH2:36][OH:37])=[CH:29][CH:28]=1)#[CH:26]. (2) Given the product [Cl:1][C:2]1[CH:7]=[C:6]([CH:8]=[O:9])[CH:5]=[CH:4][C:3]=1[C:24]1[CH:23]=[CH:22][CH:21]=[C:20]([C:18]#[N:19])[CH:25]=1, predict the reactants needed to synthesize it. The reactants are: [Cl:1][C:2]1[CH:7]=[C:6]([CH:8]=[O:9])[CH:5]=[CH:4][C:3]=1OS(C(F)(F)F)(=O)=O.[C:18]([C:20]1[CH:21]=[C:22](B(O)O)[CH:23]=[CH:24][CH:25]=1)#[N:19].C(=O)([O-])[O-].[Na+].[Na+]. (3) Given the product [CH:24]([NH:1][CH2:2][C:3]1[CH:4]=[C:5]2[C:10](=[CH:11][C:12]=1[C:13]([F:15])([F:16])[F:14])[NH:9][C:8](=[O:17])[N:7]([NH:18][S:19]([CH3:22])(=[O:20])=[O:21])[C:6]2=[O:23])=[O:25], predict the reactants needed to synthesize it. The reactants are: [NH2:1][CH2:2][C:3]1[CH:4]=[C:5]2[C:10](=[CH:11][C:12]=1[C:13]([F:16])([F:15])[F:14])[NH:9][C:8](=[O:17])[N:7]([NH:18][S:19]([CH3:22])(=[O:21])=[O:20])[C:6]2=[O:23].[CH:24](OCC)=[O:25]. (4) Given the product [Br:11][C:9]1[N:8]([CH2:12][CH3:13])[C:7]([CH:14]([NH:22][C:23]2[CH:28]=[C:27]([Cl:29])[CH:26]=[CH:25][C:24]=2[CH3:30])[C:15]2[CH:20]=[CH:19][C:18]([Cl:21])=[CH:17][CH:16]=2)=[C:6]([C:4]([OH:5])=[O:3])[CH:10]=1, predict the reactants needed to synthesize it. The reactants are: C([O:3][C:4]([C:6]1[CH:10]=[C:9]([Br:11])[N:8]([CH2:12][CH3:13])[C:7]=1[CH:14]([NH:22][C:23]1[CH:28]=[C:27]([Cl:29])[CH:26]=[CH:25][C:24]=1[CH3:30])[C:15]1[CH:20]=[CH:19][C:18]([Cl:21])=[CH:17][CH:16]=1)=[O:5])C.COC(C1C=C(Br)N(C(C)C)C=1C(NC1C=CC(F)=C(Cl)C=1)C1C=CC(Cl)=CC=1)=O. (5) Given the product [O:26]1[CH2:27][CH2:28][N:23]([C:5]2[C:6]3[N:7]([CH:8]=[C:9]([CH2:11][CH2:12][C:13]4[CH:22]=[CH:21][C:20]5[C:15](=[CH:16][CH:17]=[CH:18][CH:19]=5)[N:14]=4)[N:10]=3)[C:2]([C:37]3[CH:56]=[CH:55][C:40]([C:41]([N:43]4[CH2:47][CH2:46][CH2:45][C@H:44]4[C:48]([O:50][C:51]([CH3:52])([CH3:54])[CH3:53])=[O:49])=[O:42])=[CH:39][CH:38]=3)=[CH:3][N:4]=2)[CH2:24][CH2:25]1, predict the reactants needed to synthesize it. The reactants are: Br[C:2]1[N:7]2[CH:8]=[C:9]([CH2:11][CH2:12][C:13]3[CH:22]=[CH:21][C:20]4[C:15](=[CH:16][CH:17]=[CH:18][CH:19]=4)[N:14]=3)[N:10]=[C:6]2[C:5]([N:23]2[CH2:28][CH2:27][O:26][CH2:25][CH2:24]2)=[N:4][CH:3]=1.CC1(C)C(C)(C)CB([C:37]2[CH:56]=[CH:55][C:40]([C:41]([N:43]3[CH2:47][CH2:46][CH2:45][C@H:44]3[C:48]([O:50][C:51]([CH3:54])([CH3:53])[CH3:52])=[O:49])=[O:42])=[CH:39][CH:38]=2)C1. (6) The reactants are: [Cl:1][C:2]1[CH:3]=[C:4]([CH:9]2[CH2:13][N:12]([C:14]([N:16]3[CH2:21][CH2:20][N:19]([S:22]([CH3:25])(=[O:24])=[O:23])[CH2:18][CH2:17]3)=[O:15])[CH2:11][CH:10]2[C:26]#[N:27])[CH:5]=[CH:6][C:7]=1[Cl:8]. Given the product [NH2:27][CH2:26][CH:10]1[CH:9]([C:4]2[CH:5]=[CH:6][C:7]([Cl:8])=[C:2]([Cl:1])[CH:3]=2)[CH2:13][N:12]([C:14]([N:16]2[CH2:21][CH2:20][N:19]([S:22]([CH3:25])(=[O:23])=[O:24])[CH2:18][CH2:17]2)=[O:15])[CH2:11]1, predict the reactants needed to synthesize it. (7) Given the product [F:12][C:2]([F:1])([F:11])[C:3]1[C:4]([CH2:5][NH2:6])=[CH:7][CH:8]=[CH:9][N:10]=1, predict the reactants needed to synthesize it. The reactants are: [F:1][C:2]([F:12])([F:11])[C:3]1[N:10]=[CH:9][CH:8]=[CH:7][C:4]=1[C:5]#[N:6].